This data is from Catalyst prediction with 721,799 reactions and 888 catalyst types from USPTO. The task is: Predict which catalyst facilitates the given reaction. Reactant: C([O:3][C:4](=[O:17])[C:5]([N:7]1[CH2:11][CH2:10][C@H:9]([C:12]([O:14][CH3:15])=[O:13])[C@@H:8]1[CH3:16])=[O:6])C.[OH-].[Na+].Cl. The catalyst class is: 5. Product: [CH3:15][O:14][C:12]([C@H:9]1[CH2:10][CH2:11][N:7]([C:5](=[O:6])[C:4]([OH:17])=[O:3])[C@H:8]1[CH3:16])=[O:13].